This data is from Full USPTO retrosynthesis dataset with 1.9M reactions from patents (1976-2016). The task is: Predict the reactants needed to synthesize the given product. (1) The reactants are: [NH2:1][CH2:2][CH2:3][C:4]#[N:5].[NH:6]([C:22]([O:24][C:25]([CH3:28])([CH3:27])[CH3:26])=[O:23])[C@H:7]([C:19](O)=[O:20])[CH2:8][C:9]1[CH:18]=[C:17]2[C:12]([CH:13]=[CH:14][CH:15]=[CH:16]2)=[CH:11][CH:10]=1.CN(C(ON1N=NC2C=CC=CC1=2)=[N+](C)C)C.F[P-](F)(F)(F)(F)F.CCN(CC)CC. Given the product [C:25]([O:24][C:22](=[O:23])[NH:6][CH:7]([C:19](=[O:20])[NH:5][CH2:4][CH2:3][C:2]#[N:1])[CH2:8][C:9]1[CH:10]=[CH:11][C:12]2[C:17](=[CH:16][CH:15]=[CH:14][CH:13]=2)[CH:18]=1)([CH3:26])([CH3:28])[CH3:27], predict the reactants needed to synthesize it. (2) Given the product [F:20][C:16]1[CH:15]=[C:14]([CH:13]2[CH2:9][N:10]([C:28]([O:27][C:23]([CH3:26])([CH3:25])[CH3:24])=[O:29])[C:11]([S:21][CH3:22])=[N:12]2)[CH:19]=[CH:18][CH:17]=1, predict the reactants needed to synthesize it. The reactants are: I.FC1C=C([C@H:9]2[C@@H:13]([C:14]3[CH:19]=[CH:18][CH:17]=[C:16]([F:20])[CH:15]=3)[NH:12][C:11]([S:21][CH3:22])=[N:10]2)C=CC=1.[C:23]([O:27][C:28](O[C:28]([O:27][C:23]([CH3:26])([CH3:25])[CH3:24])=[O:29])=[O:29])([CH3:26])([CH3:25])[CH3:24].C(N(CC)CC)C. (3) Given the product [F:44][C:4]1([F:3])[CH2:6][CH:5]1[C:7]1[CH:12]=[C:11]([CH2:13][N:14]2[CH2:17][C:16]3([CH2:21][C:20]([N:22]4[CH2:27][CH2:26][C:25]([CH3:33])([C:28]([OH:30])=[O:29])[CH2:24][CH2:23]4)=[N:19][O:18]3)[CH2:15]2)[CH:10]=[C:9]([O:34][CH2:35][CH3:36])[C:8]=1[C:37]1[CH:38]=[CH:39][C:40]([F:43])=[CH:41][CH:42]=1, predict the reactants needed to synthesize it. The reactants are: [OH-].[Na+].[F:3][C:4]1([F:44])[CH2:6][CH:5]1[C:7]1[CH:12]=[C:11]([CH2:13][N:14]2[CH2:17][C:16]3([CH2:21][C:20]([N:22]4[CH2:27][CH2:26][C:25]([CH3:33])([C:28]([O:30]CC)=[O:29])[CH2:24][CH2:23]4)=[N:19][O:18]3)[CH2:15]2)[CH:10]=[C:9]([O:34][CH2:35][CH3:36])[C:8]=1[C:37]1[CH:42]=[CH:41][C:40]([F:43])=[CH:39][CH:38]=1.Cl. (4) Given the product [CH3:17][C@@H:18]1[CH2:23][NH:22][CH2:21][CH2:20][N:19]1[C:24]([O:26][CH2:27][C:28]1[CH:33]=[C:32]([O:34][CH2:35][CH2:36][CH2:37][CH2:2][CH3:3])[CH:31]=[CH:30][C:29]=1[F:38])=[O:25], predict the reactants needed to synthesize it. The reactants are: F[C:2]1C=CC(O)=C[C:3]=1CO.ICCCCC.[CH3:17][C@@H:18]1[CH2:23][NH:22][CH2:21][CH2:20][N:19]1[C:24]([O:26][CH2:27][C:28]1[CH:33]=[C:32]([O:34][CH2:35][CH:36]=[CH2:37])[CH:31]=[CH:30][C:29]=1[F:38])=[O:25]. (5) Given the product [F:1][C:2]1[C:7]([F:8])=[CH:6][C:5]([C:9]2[CH:10]=[CH:11][C:12]([O:15][CH2:16][C:17]3[CH:18]=[C:19]([NH2:23])[CH:20]=[CH:21][CH:22]=3)=[CH:13][CH:14]=2)=[C:4]([O:26][CH3:27])[CH:3]=1, predict the reactants needed to synthesize it. The reactants are: [F:1][C:2]1[C:7]([F:8])=[CH:6][C:5]([C:9]2[CH:14]=[CH:13][C:12]([O:15][CH2:16][C:17]3[CH:22]=[CH:21][CH:20]=[C:19]([N+:23]([O-])=O)[CH:18]=3)=[CH:11][CH:10]=2)=[C:4]([O:26][CH3:27])[CH:3]=1.C(O)C.[Cl-].[NH4+]. (6) Given the product [CH2:1]([N:8]([CH2:9][P:10]([O:14][CH2:15][CH3:16])([O:11][CH2:12][CH3:13])=[O:17])[CH2:28][C:29]([O:31][CH2:32][CH3:33])=[O:30])[C:2]1[CH:3]=[CH:4][CH:5]=[CH:6][CH:7]=1, predict the reactants needed to synthesize it. The reactants are: [CH2:1]([NH:8][CH2:9][P:10](=[O:17])([O:14][CH2:15][CH3:16])[O:11][CH2:12][CH3:13])[C:2]1[CH:7]=[CH:6][CH:5]=[CH:4][CH:3]=1.CCN(C(C)C)C(C)C.Br[CH2:28][C:29]([O:31][CH2:32][CH3:33])=[O:30].